Dataset: Forward reaction prediction with 1.9M reactions from USPTO patents (1976-2016). Task: Predict the product of the given reaction. (1) Given the reactants [CH2:1](Cl)[CH2:2][Cl:3].[CH3:5][NH:6][CH2:7][C:8]1[C:12]2[CH:13]=[CH:14][CH:15]=[CH:16][C:11]=2OC=1C.[ClH:18].[CH3:19][N:20]1[CH2:26][C:25]2[CH:27]=[C:28]([CH:31]=[CH:32][C:33]([OH:35])=O)[CH:29]=[N:30][C:24]=2[NH:23][CH2:22][CH2:21]1.Cl.CC[O:39]CC, predict the reaction product. The product is: [ClH:3].[ClH:18].[CH3:5][N:6]([CH2:7][C:8]1[O:39][C:2]2[CH:1]=[CH:14][CH:15]=[CH:16][C:11]=2[C:12]=1[CH3:13])[C:33](=[O:35])[CH:32]=[CH:31][C:28]1[CH:29]=[N:30][C:24]2[NH:23][CH2:22][CH2:21][N:20]([CH3:19])[CH2:26][C:25]=2[CH:27]=1. (2) Given the reactants [F:1][C:2]([F:21])([F:20])[CH2:3][C:4]([N:6]1[CH2:11][CH2:10][CH:9]([NH:12]C(=O)OC(C)(C)C)[CH2:8][CH2:7]1)=[O:5].[ClH:22], predict the reaction product. The product is: [ClH:22].[NH2:12][CH:9]1[CH2:8][CH2:7][N:6]([C:4](=[O:5])[CH2:3][C:2]([F:1])([F:20])[F:21])[CH2:11][CH2:10]1. (3) Given the reactants [C:1]([O:5][C:6]([N:8]1[CH2:12][CH2:11][CH2:10][CH:9]1[C:13]([OH:15])=O)=[O:7])([CH3:4])([CH3:3])[CH3:2].N1C=CC=CC=1.C(Cl)(=O)C(Cl)=O.[Br:28][C:29]1[CH:35]=[CH:34][C:32]([NH2:33])=[C:31]([F:36])[CH:30]=1, predict the reaction product. The product is: [C:1]([O:5][C:6]([N:8]1[CH2:12][CH2:11][CH2:10][CH:9]1[C:13](=[O:15])[NH:33][C:32]1[CH:34]=[CH:35][C:29]([Br:28])=[CH:30][C:31]=1[F:36])=[O:7])([CH3:2])([CH3:3])[CH3:4]. (4) Given the reactants [C:1]([O:5][CH3:6])(=[O:4])[CH:2]=[CH2:3].[C:7]([CH2:10][C:11](=[O:13])[CH3:12])(=[O:9])[CH3:8].[Na], predict the reaction product. The product is: [CH3:6][O:5][C:1](=[O:4])[CH2:2][CH2:3][CH:10]([C:11](=[O:13])[CH3:12])[C:7](=[O:9])[CH3:8]. (5) Given the reactants [NH2:1][C:2]1[CH:7]=[CH:6][CH:5]=[CH:4][C:3]=1[NH:8][C:9]1[N:14]=[CH:13][N:12]=[C:11]([N:15]([CH3:31])[C:16]([NH:18][C:19]2[C:24]([Cl:25])=[C:23]([O:26][CH3:27])[CH:22]=[C:21]([O:28][CH3:29])[C:20]=2[Cl:30])=[O:17])[CH:10]=1.C1CCC(N=C=NC2CCCCC2)CC1.[C:47](O)(=[O:50])[C:48]#[CH:49].O, predict the reaction product. The product is: [Cl:25][C:24]1[C:23]([O:26][CH3:27])=[CH:22][C:21]([O:28][CH3:29])=[C:20]([Cl:30])[C:19]=1[NH:18][C:16](=[O:17])[N:15]([C:11]1[N:12]=[CH:13][N:14]=[C:9]([NH:8][C:3]2[CH:4]=[CH:5][CH:6]=[CH:7][C:2]=2[NH:1][C:47](=[O:50])[C:48]#[CH:49])[CH:10]=1)[CH3:31]. (6) Given the reactants Br[C:2]1[CH:3]=[C:4]([CH:12]=[CH:13][C:14]=1[C:15]1[CH:16]=[N:17][C:18]([O:22][CH2:23][CH:24]([CH3:26])[CH3:25])=[C:19]([Cl:21])[CH:20]=1)[C:5]([NH:7][S:8]([CH3:11])(=[O:10])=[O:9])=[O:6].[CH3:27][O:28][C:29]1[C:34](B(O)O)=[C:33]([CH3:38])[CH:32]=[CH:31][N:30]=1.P([O-])([O-])([O-])=O.[K+].[K+].[K+].O1CCOCC1, predict the reaction product. The product is: [Cl:21][C:19]1[CH:20]=[C:15]([C:14]2[CH:13]=[CH:12][C:4]([C:5]([NH:7][S:8]([CH3:11])(=[O:10])=[O:9])=[O:6])=[CH:3][C:2]=2[C:34]2[C:29]([O:28][CH3:27])=[N:30][CH:31]=[CH:32][C:33]=2[CH3:38])[CH:16]=[N:17][C:18]=1[O:22][CH2:23][CH:24]([CH3:26])[CH3:25].